Task: Predict the reactants needed to synthesize the given product.. Dataset: Full USPTO retrosynthesis dataset with 1.9M reactions from patents (1976-2016) (1) Given the product [Cl:14][C:15]1[CH:20]=[C:19]([N:4]2[C:5]3=[N:6][CH:7]=[N:8][C:9]([NH2:11])=[C:10]3[C:2]([I:1])=[N:3]2)[CH:18]=[CH:17][N:16]=1, predict the reactants needed to synthesize it. The reactants are: [I:1][C:2]1[C:10]2[C:5](=[N:6][CH:7]=[N:8][C:9]=2[NH2:11])[NH:4][N:3]=1.[H-].[Na+].[Cl:14][C:15]1[CH:20]=[C:19]([N+]([O-])=O)[CH:18]=[CH:17][N:16]=1. (2) Given the product [Br:1][C:2]1[CH:3]=[C:4]([C:7]([O:9][CH3:10])=[O:8])[N:5]([CH2:15][CH2:14][Br:13])[CH:6]=1, predict the reactants needed to synthesize it. The reactants are: [Br:1][C:2]1[CH:3]=[C:4]([C:7]([O:9][CH3:10])=[O:8])[NH:5][CH:6]=1.[H-].[Na+].[Br:13][CH2:14][CH2:15]Br. (3) Given the product [C:38]([OH:40])(=[O:39])[CH3:37].[C:11]([C:12]1[CH:13]=[CH:14][C:15]([CH2:18][NH:19][C:20](=[O:34])[C@H:21]([O:31][CH2:32][CH3:33])[C:22]2[CH:27]=[CH:26][C:25]([O:28][CH3:29])=[CH:24][C:23]=2[F:30])=[CH:16][CH:17]=1)(=[NH:10])[NH2:35], predict the reactants needed to synthesize it. The reactants are: C(OC(=O)/[N:10]=[C:11](/[NH2:35])\[C:12]1[CH:17]=[CH:16][C:15]([CH2:18][NH:19][C:20](=[O:34])[C@H:21]([O:31][CH2:32][CH3:33])[C:22]2[CH:27]=[CH:26][C:25]([O:28][CH3:29])=[CH:24][C:23]=2[F:30])=[CH:14][CH:13]=1)C1C=CC=CC=1.[CH3:37][C:38]([OH:40])=[O:39]. (4) The reactants are: [CH:1]1[CH:2]=[CH:3][C:4]2[NH:11][C:9](=[O:10])[CH:8]=[C:7]([CH2:12][CH:13]([NH:17][C:18]([C:20]3[CH:21]=[CH:22][C:23]([Cl:26])=[CH:24][CH:25]=3)=[O:19])[C:14]([OH:16])=[O:15])[C:5]=2[CH:6]=1.Cl.Cl[CH2:29][CH2:30][N:31]1[CH2:36][CH2:35][O:34][CH2:33][CH2:32]1. Given the product [Cl:26][C:23]1[CH:24]=[CH:25][C:20]([C:18]([NH:17][CH:13]([CH2:12][C:7]2[C:5]3[C:4](=[CH:3][CH:2]=[CH:1][CH:6]=3)[NH:11][C:9](=[O:10])[CH:8]=2)[C:14]([O:16][CH2:29][CH2:30][N:31]2[CH2:36][CH2:35][O:34][CH2:33][CH2:32]2)=[O:15])=[O:19])=[CH:21][CH:22]=1, predict the reactants needed to synthesize it. (5) Given the product [N:4]1([C:7]2[C:12]([NH:13][C:21]3[C:30]4[C:25](=[CH:26][CH:27]=[CH:28][CH:29]=4)[N:24]=[C:23]([C:31]4[CH:36]=[CH:35][CH:34]=[CH:33][N:32]=4)[C:22]=3[CH3:37])=[CH:11][C:10]([N:14]3[CH2:15][CH2:16][O:17][CH2:18][CH2:19]3)=[CH:9][N:8]=2)[CH2:5][CH2:6][O:1][CH2:2][CH2:3]1, predict the reactants needed to synthesize it. The reactants are: [O:1]1[CH2:6][CH2:5][N:4]([C:7]2[C:12]([NH2:13])=[CH:11][C:10]([N:14]3[CH2:19][CH2:18][O:17][CH2:16][CH2:15]3)=[CH:9][N:8]=2)[CH2:3][CH2:2]1.Cl[C:21]1[C:30]2[C:25](=[CH:26][CH:27]=[CH:28][CH:29]=2)[N:24]=[C:23]([C:31]2[CH:36]=[CH:35][CH:34]=[CH:33][N:32]=2)[C:22]=1[CH3:37].Cl.O1CCOCC1.CN1C(=O)CCC1. (6) The reactants are: [CH2:1]([N:8]1[CH2:12][CH2:11][N:10]([C:13]2[S:14][C:15]([C:19]([OH:21])=O)=[C:16]([CH3:18])[N:17]=2)[C:9]1=[O:22])[C:2]1[CH:7]=[CH:6][CH:5]=CC=1.C1(CCN2CCN(C3SC(C(O)=O)=C(C)N=3)C2=O)CC1.[F:43][C:44]1[CH:51]=[CH:50][C:47]([CH2:48][NH2:49])=[CH:46][CH:45]=1. Given the product [CH:7]1([CH2:2][CH2:1][N:8]2[CH2:12][CH2:11][N:10]([C:13]3[S:14][C:15]([C:19]([NH:49][CH2:48][C:47]4[CH:50]=[CH:51][C:44]([F:43])=[CH:45][CH:46]=4)=[O:21])=[C:16]([CH3:18])[N:17]=3)[C:9]2=[O:22])[CH2:6][CH2:5]1, predict the reactants needed to synthesize it. (7) Given the product [C:11]1([CH2:17][C:18]([OH:20])=[O:19])[CH:16]=[CH:15][CH:14]=[CH:13][CH:12]=1.[NH2:30][C@H:31]([C:36]([OH:38])=[O:37])[CH2:32][CH2:33][CH2:34][NH2:35], predict the reactants needed to synthesize it. The reactants are: C(OC1C=CC=CC=1)(=O)C.[C:11]1([CH2:17][C:18]([OH:20])=[O:19])[CH:16]=[CH:15][CH:14]=[CH:13][CH:12]=1.C(O)(=O)C1C=CC=CC=1.[NH2:30][C@H:31]([C:36]([OH:38])=[O:37])[CH2:32][CH2:33][CH2:34][NH2:35]. (8) The reactants are: [CH:1]1([C:6]2[N:11]=[N:10][C:9]([C:12]3[C:20]4[C:15](=[N:16][CH:17]=[CH:18][CH:19]=4)[N:14]([CH2:21][C:22]4[CH:27]=[CH:26][CH:25]=[CH:24][C:23]=4[F:28])[N:13]=3)=[N:8][C:7]=2O)[CH2:5][CH2:4][CH2:3][CH2:2]1.P(Cl)(Cl)(Cl)=O.[NH3:35]. Given the product [CH:1]1([C:6]2[N:11]=[N:10][C:9]([C:12]3[C:20]4[C:15](=[N:16][CH:17]=[CH:18][CH:19]=4)[N:14]([CH2:21][C:22]4[CH:27]=[CH:26][CH:25]=[CH:24][C:23]=4[F:28])[N:13]=3)=[N:8][C:7]=2[NH2:35])[CH2:5][CH2:4][CH2:3][CH2:2]1, predict the reactants needed to synthesize it.